This data is from Full USPTO retrosynthesis dataset with 1.9M reactions from patents (1976-2016). The task is: Predict the reactants needed to synthesize the given product. (1) Given the product [CH2:1]([O:8][C:9]([N:11]1[CH2:12][CH2:13][CH:14]([N:17]2[CH:18]3[CH2:23][CH2:22][CH2:21][CH2:20][CH:19]3[NH:24][C:25]2=[O:26])[CH2:15][CH2:16]1)=[O:10])[C:2]1[CH:7]=[CH:6][CH:5]=[CH:4][CH:3]=1, predict the reactants needed to synthesize it. The reactants are: [CH2:1]([O:8][C:9]([N:11]1[CH2:16][CH2:15][CH:14]([NH:17][CH:18]2[CH2:23][CH2:22][CH2:21][CH2:20][CH:19]2[NH2:24])[CH2:13][CH2:12]1)=[O:10])[C:2]1[CH:7]=[CH:6][CH:5]=[CH:4][CH:3]=1.[C:25](N1C=CN=C1)(N1C=CN=C1)=[O:26]. (2) Given the product [F:23][C:24]1[CH:29]=[CH:28][C:27]([NH:30][C:31]([NH:1][CH2:2][CH2:3][CH2:4][N:5]2[CH2:10][CH2:9][CH:8]([C:11]3[CH:12]=[C:13]([NH:17][C:18](=[O:22])[CH:19]([CH3:20])[CH3:21])[CH:14]=[CH:15][CH:16]=3)[CH2:7][CH2:6]2)=[O:32])=[CH:26][CH:25]=1, predict the reactants needed to synthesize it. The reactants are: [NH2:1][CH2:2][CH2:3][CH2:4][N:5]1[CH2:10][CH2:9][CH:8]([C:11]2[CH:12]=[C:13]([NH:17][C:18](=[O:22])[CH:19]([CH3:21])[CH3:20])[CH:14]=[CH:15][CH:16]=2)[CH2:7][CH2:6]1.[F:23][C:24]1[CH:29]=[CH:28][C:27]([N:30]=[C:31]=[O:32])=[CH:26][CH:25]=1. (3) Given the product [Si:1]([O:8][C:9]1[CH:10]=[C:11](/[C:15](=[CH:26]\[CH:27]=[CH:28]/[C:24](=[O:23])[CH3:29])/[C:16]([O:18][CH3:19])=[O:17])[CH:12]=[CH:13][CH:14]=1)([C:4]([CH3:7])([CH3:6])[CH3:5])([CH3:3])[CH3:2], predict the reactants needed to synthesize it. The reactants are: [Si:1]([O:8][C:9]1[CH:10]=[C:11]([C:15](=[N+]=[N-])[C:16]([O:18][CH3:19])=[O:17])[CH:12]=[CH:13][CH:14]=1)([C:4]([CH3:7])([CH3:6])[CH3:5])([CH3:3])[CH3:2].C[O:23][C:24]1O[CH:26]=[CH:27][CH:28]=1.[CH3:29]CCCCC.